Dataset: Full USPTO retrosynthesis dataset with 1.9M reactions from patents (1976-2016). Task: Predict the reactants needed to synthesize the given product. (1) Given the product [C:5]([OH:16])(=[O:15])[CH2:6][CH2:7][CH2:8][CH2:9][CH2:10][CH2:11][CH2:12]/[CH:13]=[CH:14]\[CH2:17][CH2:18][CH2:19][CH2:20][CH2:21][CH2:22][CH2:23][CH3:24].[C:17]([O:28][CH3:29])(=[O:27])[CH2:18][CH2:19][CH2:20][CH2:21][CH2:22][CH2:23][CH2:24]/[CH:25]=[CH:26]\[CH2:5][CH2:6][CH2:7][CH2:8][CH2:9][CH2:10][CH2:11][CH3:12], predict the reactants needed to synthesize it. The reactants are: C(#N)C=C.[C:5]([OH:16])(=[O:15])[CH2:6][CH2:7][CH2:8][CH2:9][CH2:10][CH2:11][CH2:12][CH:13]=[CH2:14].[C:17]([O:28][CH3:29])(=[O:27])[CH2:18][CH2:19][CH2:20][CH2:21][CH2:22][CH2:23][CH2:24][CH:25]=[CH2:26]. (2) Given the product [C:1]([O:5][C:6]([N:8]1[CH2:13][CH2:12][C:11]2[N:14]=[CH:15][S:16][C:10]=2[CH:9]1[C:17]1[CH:22]=[C:21]([F:23])[CH:20]=[CH:19][C:18]=1[O:24][CH2:25][C:54]([O:56][CH2:57][CH3:58])=[O:55])=[O:7])([CH3:2])([CH3:4])[CH3:3], predict the reactants needed to synthesize it. The reactants are: [C:1]([O:5][C:6]([N:8]1[CH2:13][CH2:12][C:11]2[N:14]=[CH:15][S:16][C:10]=2[CH:9]1[C:17]1[CH:22]=[C:21]([F:23])[CH:20]=[CH:19][C:18]=1[O:24][CH2:25]C=C)=[O:7])([CH3:4])([CH3:3])[CH3:2].CN1C(=O)CC(=O)N(C)C1=O.C1(O)C=CC=CC=1.C(=O)([O-])[O-].[K+].[K+].BrC[C:54]([O:56][CH2:57][CH3:58])=[O:55]. (3) Given the product [Cl:13][C:14]1[CH:15]=[C:16]([NH:20][C:21]([CH:5]2[C:4](=[O:27])[CH2:3][C:2]([CH3:1])([CH3:10])[CH2:7][C:6]2=[O:8])=[O:22])[CH:17]=[CH:18][CH:19]=1, predict the reactants needed to synthesize it. The reactants are: [CH3:1][C:2]1([CH3:10])[CH2:7][C:6](=[O:8])[C:5](=O)[CH2:4][CH2:3]1.[H-].[Na+].[Cl:13][C:14]1[CH:15]=[C:16]([N:20]=[C:21]=[O:22])[CH:17]=[CH:18][CH:19]=1.CN(C=[O:27])C.